From a dataset of Forward reaction prediction with 1.9M reactions from USPTO patents (1976-2016). Predict the product of the given reaction. Given the reactants [C:1]1([C:7]2[N:8]=[C:9]([CH2:26][CH2:27][C:28]([OH:30])=[O:29])[N:10]([CH2:18][O:19][CH2:20][CH2:21][Si:22]([CH3:25])([CH3:24])[CH3:23])[C:11]=2[C:12]2[CH:17]=[CH:16][CH:15]=[CH:14][CH:13]=2)C=CC=CC=1.C1(C(=O)C(=O)C)C=CC=CC=1, predict the reaction product. The product is: [CH3:1][C:7]1[N:8]=[C:9]([CH2:26][CH2:27][C:28]([OH:30])=[O:29])[N:10]([CH2:18][O:19][CH2:20][CH2:21][Si:22]([CH3:23])([CH3:25])[CH3:24])[C:11]=1[C:12]1[CH:17]=[CH:16][CH:15]=[CH:14][CH:13]=1.